From a dataset of Full USPTO retrosynthesis dataset with 1.9M reactions from patents (1976-2016). Predict the reactants needed to synthesize the given product. Given the product [NH2:27][C:26]1[C:25]2[C:24]([CH3:31])([CH3:30])[C:23](=[O:22])[NH:29][C:28]=2[N:16]=[C:14]([C:7]2[N:8]3[CH:13]=[CH:12][CH:11]=[N:10][C:9]3=[C:5]([CH2:4][C:3]3[CH:17]=[CH:18][CH:19]=[CH:20][C:2]=3[F:1])[N:6]=2)[N:15]=1, predict the reactants needed to synthesize it. The reactants are: [F:1][C:2]1[CH:20]=[CH:19][CH:18]=[CH:17][C:3]=1[CH2:4][C:5]1[N:6]=[C:7]([C:14](=[NH:16])[NH2:15])[N:8]2[CH:13]=[CH:12][CH:11]=[N:10][C:9]=12.C[O:22][C:23](=O)[C:24]([CH3:31])([CH3:30])[CH:25]([C:28]#[N:29])[C:26]#[N:27].